This data is from Catalyst prediction with 721,799 reactions and 888 catalyst types from USPTO. The task is: Predict which catalyst facilitates the given reaction. (1) Reactant: [CH2:1]([O:8][C:9](=[O:23])[CH2:10][C@@H:11]([C:20](O)=[O:21])[NH:12][C:13]([O:15][C:16]([CH3:19])([CH3:18])[CH3:17])=[O:14])[C:2]1[CH:7]=[CH:6][CH:5]=[CH:4][CH:3]=1.CN1CCOCC1.C(OC(Cl)=O)C(C)C.[BH4-].[Na+]. Product: [CH2:1]([O:8][C:9](=[O:23])[CH2:10][C@H:11]([NH:12][C:13]([O:15][C:16]([CH3:18])([CH3:17])[CH3:19])=[O:14])[CH2:20][OH:21])[C:2]1[CH:7]=[CH:6][CH:5]=[CH:4][CH:3]=1. The catalyst class is: 57. (2) Reactant: C(OC(=O)[NH:7][CH2:8][C:9]1[S:10][C:11]([C:14]2[C:22]3[C:17](=[N:18][CH:19]=[N:20][C:21]=3[NH2:23])[N:16]([CH:24]([C:26]3[O:27][C:28]4[C:33]([C:34](=[O:43])[C:35]=3[C:36]3[CH:41]=[CH:40][CH:39]=[C:38]([F:42])[CH:37]=3)=[CH:32][CH:31]=[CH:30][CH:29]=4)[CH3:25])[N:15]=2)=[CH:12][CH:13]=1)(C)(C)C. Product: [NH2:23][C:21]1[N:20]=[CH:19][N:18]=[C:17]2[N:16]([CH:24]([C:26]3[O:27][C:28]4[C:33]([C:34](=[O:43])[C:35]=3[C:36]3[CH:41]=[CH:40][CH:39]=[C:38]([F:42])[CH:37]=3)=[CH:32][CH:31]=[CH:30][CH:29]=4)[CH3:25])[N:15]=[C:14]([C:11]3[S:10][C:9]([CH2:8][NH2:7])=[CH:13][CH:12]=3)[C:22]=12. The catalyst class is: 620.